Dataset: Full USPTO retrosynthesis dataset with 1.9M reactions from patents (1976-2016). Task: Predict the reactants needed to synthesize the given product. (1) Given the product [CH3:21][O:10][C:9]([CH:8]1[CH2:7][S:6][CH:5]([C:12]2[CH:17]=[C:16]([OH:18])[CH:15]=[CH:14][C:13]=2[OH:19])[N:4]1[C:1](=[O:3])[CH3:2])=[O:11], predict the reactants needed to synthesize it. The reactants are: [C:1]([N:4]1[CH:8]([C:9]([OH:11])=[O:10])[CH2:7][S:6][CH:5]1[C:12]1[CH:17]=[C:16]([OH:18])[CH:15]=[CH:14][C:13]=1[OH:19])(=[O:3])[CH3:2].S1CCN[CH2:21]1. (2) Given the product [N:1]1([CH2:6][CH2:7][CH2:8][CH2:9][C:10]2[CH:11]=[CH:12][C:13]([NH:16][CH2:20][C:21]3[N:22]=[C:23]([CH:26]=[CH:27][C:28]4[CH:29]=[CH:30][C:31]([O:34][C:35]([F:38])([F:36])[F:37])=[CH:32][CH:33]=4)[O:24][CH:25]=3)=[CH:14][CH:15]=2)[CH:5]=[CH:4][N:3]=[N:2]1, predict the reactants needed to synthesize it. The reactants are: [N:1]1([CH2:6][CH2:7][CH2:8][CH2:9][C:10]2[CH:15]=[CH:14][C:13]([NH2:16])=[CH:12][CH:11]=2)[CH:5]=[CH:4][N:3]=[N:2]1.[H-].[Na+].Cl[CH2:20][C:21]1[N:22]=[C:23]([CH:26]=[CH:27][C:28]2[CH:33]=[CH:32][C:31]([O:34][C:35]([F:38])([F:37])[F:36])=[CH:30][CH:29]=2)[O:24][CH:25]=1.C(OCC)(=O)C. (3) Given the product [O:11]=[C:9]1[CH2:8][N:7]([C:12]([NH:14][CH:15]([C:18]2[CH:23]=[CH:22][C:21]([O:24][C:25]([F:28])([F:27])[F:26])=[CH:20][CH:19]=2)[CH2:16][CH3:17])=[O:13])[C:6]2[N:29]=[C:2]([CH:30]=[CH2:31])[CH:3]=[CH:4][C:5]=2[NH:10]1, predict the reactants needed to synthesize it. The reactants are: Cl[C:2]1[CH:3]=[CH:4][C:5]2[NH:10][C:9](=[O:11])[CH2:8][N:7]([C:12]([NH:14][CH:15]([C:18]3[CH:23]=[CH:22][C:21]([O:24][C:25]([F:28])([F:27])[F:26])=[CH:20][CH:19]=3)[CH2:16][CH3:17])=[O:13])[C:6]=2[N:29]=1.[CH:30](B1OC(C)(C)C(C)(C)O1)=[CH2:31].COCCOC.C(=O)([O-])[O-].[Cs+].[Cs+]. (4) Given the product [N:1]1([C:8]2[C:17]3[C:12](=[CH:13][CH:14]=[CH:15][CH:16]=3)[N:11]=[CH:10][CH:9]=2)[CH2:6][CH2:5][O:4][CH2:3][CH2:2]1, predict the reactants needed to synthesize it. The reactants are: [NH:1]1[CH2:6][CH2:5][O:4][CH2:3][CH2:2]1.Cl[C:8]1[C:17]2[C:12](=[CH:13][CH:14]=[CH:15][CH:16]=2)[N:11]=[CH:10][CH:9]=1. (5) Given the product [Cl:20][C:21]1[N:26]=[C:25]2[N:27]([CH:31]3[CH2:36][CH2:35][CH2:34][CH2:33][O:32]3)[N:28]=[C:29]([C:3]3[CH:2]=[N:1][CH:6]=[CH:5][CH:4]=3)[C:24]2=[C:23]([CH:37]([F:39])[F:38])[CH:22]=1, predict the reactants needed to synthesize it. The reactants are: [N:1]1[CH:6]=[CH:5][CH:4]=[C:3](B(O)O)[CH:2]=1.O.O.P([O-])([O-])([O-])=O.[K+].[K+].[K+].[Cl:20][C:21]1[N:26]=[C:25]2[N:27]([CH:31]3[CH2:36][CH2:35][CH2:34][CH2:33][O:32]3)[N:28]=[C:29](I)[C:24]2=[C:23]([CH:37]([F:39])[F:38])[CH:22]=1. (6) Given the product [C:14]1([CH2:20][CH2:21][CH2:1][S:2][C:3]2[C:4]([C:8]3[CH:9]=[N:10][CH:11]=[CH:12][CH:13]=3)=[N:5][NH:6][CH:7]=2)[CH:19]=[CH:18][CH:17]=[CH:16][CH:15]=1, predict the reactants needed to synthesize it. The reactants are: [CH3:1][S:2][C:3]1[C:4]([C:8]2[CH:9]=[N:10][CH:11]=[CH:12][CH:13]=2)=[N:5][NH:6][CH:7]=1.[C:14]1([C:20]2(CCC)C=CC=C(SSCCC)[CH2:21]2)[CH:19]=[CH:18][CH:17]=[CH:16][CH:15]=1.BrC1C(C2C=NC=CC=2)=NNC=1. (7) Given the product [Cl:1][C:2]1[CH:7]=[C:6]([Cl:8])[CH:5]=[C:4]([Cl:9])[C:3]=1[N:10]1[C:14]2=[N:15][C:16]([CH2:20][C:21]3[CH:22]=[CH:23][C:24]([NH:27][S:28]([CH2:31][CH2:32][N:37]([CH3:38])[CH3:36])(=[O:30])=[O:29])=[CH:25][CH:26]=3)=[N:17][C:18](=[O:19])[C:13]2=[C:12]([CH:33]([CH3:35])[CH3:34])[NH:11]1, predict the reactants needed to synthesize it. The reactants are: [Cl:1][C:2]1[CH:7]=[C:6]([Cl:8])[CH:5]=[C:4]([Cl:9])[C:3]=1[N:10]1[C:14]2=[N:15][C:16]([CH2:20][C:21]3[CH:26]=[CH:25][C:24]([NH:27][S:28]([CH:31]=[CH2:32])(=[O:30])=[O:29])=[CH:23][CH:22]=3)=[N:17][C:18](=[O:19])[C:13]2=[C:12]([CH:33]([CH3:35])[CH3:34])[NH:11]1.[CH3:36][NH:37][CH3:38].